This data is from Reaction yield outcomes from USPTO patents with 853,638 reactions. The task is: Predict the reaction yield, written as a fraction of the theoretical maximum amount of product (1.0 means a 100% yield; for example, 0.34 means a 34% yield). (1) The reactants are Cl[C:2]1[CH:7]=[CH:6][CH:5]=[CH:4][C:3]=1[CH:8]1[CH2:10][CH:9]1[CH:11]1[CH2:13][CH2:12]1.[CH2:14]([NH2:21])[C:15]1[CH:20]=[CH:19][CH:18]=[CH:17][CH:16]=1.C([O-])(C)(C)C.[Na+].C(OCC)(=O)C. The catalyst is C(COC)OC. The product is [CH2:14]([NH:21][C:2]1[CH:7]=[CH:6][CH:5]=[CH:4][C:3]=1[CH:8]1[CH2:10][CH:9]1[CH:11]1[CH2:13][CH2:12]1)[C:15]1[CH:20]=[CH:19][CH:18]=[CH:17][CH:16]=1. The yield is 0.870. (2) The product is [NH2:5][C:6]1[N:11]=[CH:10][C:9](/[CH:12]=[CH:13]/[C:14]([N:34]([CH2:33][C:26]2[C:27]3[C:32](=[CH:31][CH:30]=[CH:29][CH:28]=3)[N:24]([CH2:17][C:18]3[CH:23]=[CH:22][CH:21]=[CH:20][CH:19]=3)[CH:25]=2)[CH3:35])=[O:16])=[CH:8][CH:7]=1. The reactants are C(Cl)CCl.[NH2:5][C:6]1[N:11]=[CH:10][C:9]([CH:12]=[CH:13][C:14]([OH:16])=O)=[CH:8][CH:7]=1.[CH2:17]([N:24]1[C:32]2[C:27](=[CH:28][CH:29]=[CH:30][CH:31]=2)[C:26]([CH2:33][NH:34][CH3:35])=[CH:25]1)[C:18]1[CH:23]=[CH:22][CH:21]=[CH:20][CH:19]=1.C1C=CC2N(O)N=NC=2C=1.O.C(N(C(C)C)CC)(C)C. The catalyst is CN(C=O)C. The yield is 0.600. (3) The reactants are [Cl:1][C:2]1[CH:8]=[C:7]([O:9][C:10]2[C:19]3[C:14](=[CH:15][C:16]([O:22][CH3:23])=[C:17]([O:20][CH3:21])[CH:18]=3)[N:13]=[CH:12][N:11]=2)[CH:6]=[CH:5][C:3]=1[NH2:4].C1(C)C=CC=CC=1.C(N(CC)CC)C.ClC(Cl)(O[C:42](=[O:48])[O:43][C:44](Cl)(Cl)Cl)Cl.[Cl:50][C:51]1[CH:61]=[CH:60][C:54]([O:55][CH2:56][CH2:57]CO)=[CH:53][CH:52]=1. The catalyst is C(Cl)Cl. The product is [Cl:1][C:2]1[CH:8]=[C:7]([O:9][C:10]2[C:19]3[C:14](=[CH:15][C:16]([O:22][CH3:23])=[C:17]([O:20][CH3:21])[CH:18]=3)[N:13]=[CH:12][N:11]=2)[CH:6]=[CH:5][C:3]=1[NH:4][C:42](=[O:48])[O:43][CH2:44][CH2:57][CH2:56][O:55][C:54]1[CH:60]=[CH:61][C:51]([Cl:50])=[CH:52][CH:53]=1. The yield is 0.440.